This data is from Reaction yield outcomes from USPTO patents with 853,638 reactions. The task is: Predict the reaction yield, written as a fraction of the theoretical maximum amount of product (1.0 means a 100% yield; for example, 0.34 means a 34% yield). (1) The reactants are [CH3:1][N:2]([CH3:15])[S:3]([C:6]1[C:11]([Cl:12])=[CH:10][CH:9]=[C:8]([NH2:13])[C:7]=1[OH:14])(=[O:5])=[O:4].[Br:16][C:17]1[CH:22]=[CH:21][CH:20]=[CH:19][C:18]=1[N:23]=[C:24]=[O:25]. The catalyst is CN(C)C=O.C(OCC)(=O)C. The product is [Br:16][C:17]1[CH:22]=[CH:21][CH:20]=[CH:19][C:18]=1[NH:23][C:24]([NH:13][C:8]1[CH:9]=[CH:10][C:11]([Cl:12])=[C:6]([S:3]([N:2]([CH3:15])[CH3:1])(=[O:5])=[O:4])[C:7]=1[OH:14])=[O:25]. The yield is 0.620. (2) The reactants are FC(F)(F)C(O)=O.[Cl:8][C:9]1[C:10]([CH:32]([C:42]2[C:47]([F:48])=[CH:46][CH:45]=[C:44]([F:49])[C:43]=2[F:50])[S:33]([CH2:36][CH2:37][C:38]([F:41])([F:40])[F:39])(=[O:35])=[O:34])=[CH:11][C:12]2[N:13]([CH:31]=1)[C:14](=[O:30])[CH:15]=[C:16]([NH:18]CC1C=CC(OC)=C(OC)C=1)[N:17]=2. No catalyst specified. The product is [NH2:18][C:16]1[N:17]=[C:12]2[CH:11]=[C:10]([CH:32]([C:42]3[C:47]([F:48])=[CH:46][CH:45]=[C:44]([F:49])[C:43]=3[F:50])[S:33]([CH2:36][CH2:37][C:38]([F:39])([F:40])[F:41])(=[O:34])=[O:35])[C:9]([Cl:8])=[CH:31][N:13]2[C:14](=[O:30])[CH:15]=1. The yield is 0.460.